This data is from Full USPTO retrosynthesis dataset with 1.9M reactions from patents (1976-2016). The task is: Predict the reactants needed to synthesize the given product. (1) Given the product [OH:59][CH:5]1[CH2:6][CH2:7][N:1]([CH2:8][CH2:9][N:10]2[CH2:11][CH2:12][CH:13]([NH:16][C:17]([C:19]3[NH:20][C:21]4[C:26]([CH:27]=3)=[C:25]([O:28][CH2:29][C:30]3[C:34]5[CH:35]=[C:36]([O:39][CH3:40])[CH:37]=[CH:38][C:33]=5[O:32][CH:31]=3)[CH:24]=[CH:23][CH:22]=4)=[O:18])[CH2:14][CH2:15]2)[CH2:2][CH2:3]1, predict the reactants needed to synthesize it. The reactants are: [N:1]1([CH2:8][CH2:9][N:10]2[CH2:15][CH2:14][CH:13]([NH:16][C:17]([C:19]3[NH:20][C:21]4[C:26]([CH:27]=3)=[C:25]([O:28][CH2:29][C:30]3[C:34]5[CH:35]=[C:36]([O:39][CH3:40])[CH:37]=[CH:38][C:33]=5[O:32][CH:31]=3)[CH:24]=[CH:23][CH:22]=4)=[O:18])[CH2:12][CH2:11]2)[CH2:7][CH2:6][CH2:5]C[CH2:3][CH2:2]1.Cl.Cl.Cl.NC1CCN(CCN2CCC([OH:59])CC2)CC1. (2) Given the product [CH2:17]([O:16][C:14]([NH:13][C@H:12]([C:11]([O:10][CH2:5][CH2:6][C:7]([OH:9])=[O:8])=[O:27])[CH:24]([CH3:26])[CH3:25])=[O:15])[C:18]1[CH:19]=[CH:20][CH:21]=[CH:22][CH:23]=1, predict the reactants needed to synthesize it. The reactants are: C([CH:5]([O:10][C:11](=[O:27])[C@H:12]([CH:24]([CH3:26])[CH3:25])[NH:13][C:14]([O:16][CH2:17][C:18]1[CH:23]=[CH:22][CH:21]=[CH:20][CH:19]=1)=[O:15])[CH2:6][C:7]([O-:9])=[O:8])=CCC.[Mn]([O-])(=O)(=O)=O.[K+].Cl.